Task: Predict the reactants needed to synthesize the given product.. Dataset: Full USPTO retrosynthesis dataset with 1.9M reactions from patents (1976-2016) The reactants are: [OH:1][CH:2]([CH2:24][NH:25][CH2:26][C:27]1[CH:32]=[CH:31][CH:30]=[C:29]([C:33]([F:36])([F:35])[F:34])[CH:28]=1)[CH2:3][O:4][C:5]1[CH:14]=[C:13]2[C:8]([C:9](=[O:23])[C:10]([C:15]3[CH:20]=[CH:19][C:18]([O:21]C)=[CH:17][CH:16]=3)=[CH:11][O:12]2)=[CH:7][CH:6]=1.B(Br)(Br)Br. Given the product [OH:21][C:18]1[CH:17]=[CH:16][C:15]([C:10]2[C:9](=[O:23])[C:8]3[C:13](=[CH:14][C:5]([O:4][CH2:3][CH:2]([OH:1])[CH2:24][NH:25][CH2:26][C:27]4[CH:32]=[CH:31][CH:30]=[C:29]([C:33]([F:36])([F:34])[F:35])[CH:28]=4)=[CH:6][CH:7]=3)[O:12][CH:11]=2)=[CH:20][CH:19]=1, predict the reactants needed to synthesize it.